This data is from Forward reaction prediction with 1.9M reactions from USPTO patents (1976-2016). The task is: Predict the product of the given reaction. (1) Given the reactants [CH:1]1([CH2:5][N:6]([C:10]2[CH:11]=[N:12][O:13][C:14]=2[CH3:15])[C:7](=[O:9])[CH3:8])[CH2:4][CH2:3][CH2:2]1, predict the reaction product. The product is: [NH2:12]/[CH:11]=[C:10](/[N:6]([CH2:5][CH:1]1[CH2:2][CH2:3][CH2:4]1)[C:7](=[O:9])[CH3:8])\[C:14](=[O:13])[CH3:15]. (2) Given the reactants [Br:1][C:2]1[N:7]=[C:6]([C:8]2[C:16]3[C:11](=[N:12][CH:13]=[CH:14][CH:15]=3)[NH:10][N:9]=2)[CH:5]=[CH:4][CH:3]=1.[H-].[Na+].[C:19](Cl)([C:32]1[CH:37]=[CH:36][CH:35]=[CH:34][CH:33]=1)([C:26]1[CH:31]=[CH:30][CH:29]=[CH:28][CH:27]=1)[C:20]1[CH:25]=[CH:24][CH:23]=[CH:22][CH:21]=1, predict the reaction product. The product is: [Br:1][C:2]1[N:7]=[C:6]([C:8]2[C:16]3[C:11](=[N:12][CH:13]=[CH:14][CH:15]=3)[N:10]([C:19]([C:20]3[CH:25]=[CH:24][CH:23]=[CH:22][CH:21]=3)([C:32]3[CH:33]=[CH:34][CH:35]=[CH:36][CH:37]=3)[C:26]3[CH:27]=[CH:28][CH:29]=[CH:30][CH:31]=3)[N:9]=2)[CH:5]=[CH:4][CH:3]=1. (3) Given the reactants S[C:2]1[O:3][C:4]2[C:5](=[C:7]([C:11]#[N:12])[CH:8]=[CH:9][CH:10]=2)[N:6]=1.O=S(Cl)[Cl:15], predict the reaction product. The product is: [Cl:15][C:2]1[O:3][C:4]2[C:5](=[C:7]([C:11]#[N:12])[CH:8]=[CH:9][CH:10]=2)[N:6]=1. (4) Given the reactants [Cl:1][C:2]1[CH:23]=[C:22](OS(C(F)(F)F)(=O)=O)[C:5]2[O:6][C@@H:7]([CH2:10][O:11][S:12]([C:15]3[CH:20]=[CH:19][C:18]([CH3:21])=[CH:17][CH:16]=3)(=[O:14])=[O:13])[CH2:8][O:9][C:4]=2[CH:3]=1.[F:32][C:33]([F:44])([F:43])[C:34]1[CH:39]=[CH:38][CH:37]=[CH:36][C:35]=1B(O)O, predict the reaction product. The product is: [F:32][C:33]([F:44])([F:43])[C:34]1[CH:39]=[CH:38][CH:37]=[CH:36][C:35]=1[C:22]1[C:5]2[O:6][C@@H:7]([CH2:10][O:11][S:12]([C:15]3[CH:20]=[CH:19][C:18]([CH3:21])=[CH:17][CH:16]=3)(=[O:14])=[O:13])[CH2:8][O:9][C:4]=2[CH:3]=[C:2]([Cl:1])[CH:23]=1. (5) Given the reactants Br[C:2]1[N:3]=[CH:4][C:5]([NH:8][C:9](=[O:26])[CH:10]([NH:14][C:15](=[O:25])[CH2:16][C:17]2[CH:22]=[C:21]([F:23])[CH:20]=[C:19]([F:24])[CH:18]=2)[CH2:11][CH2:12][CH3:13])=[N:6][CH:7]=1.[CH3:27][C:28](=[O:31])[CH:29]=[CH2:30].C1(C)C=CC=CC=1P(C1C=CC=CC=1C)C1C=CC=CC=1C.C(N(C(C)C)C(C)C)C, predict the reaction product. The product is: [O:31]=[C:28]([CH3:27])[CH2:29][CH2:30][C:2]1[N:3]=[CH:4][C:5]([NH:8][C:9](=[O:26])[CH:10]([NH:14][C:15](=[O:25])[CH2:16][C:17]2[CH:22]=[C:21]([F:23])[CH:20]=[C:19]([F:24])[CH:18]=2)[CH2:11][CH2:12][CH3:13])=[N:6][CH:7]=1.